From a dataset of Reaction yield outcomes from USPTO patents with 853,638 reactions. Predict the reaction yield, written as a fraction of the theoretical maximum amount of product (1.0 means a 100% yield; for example, 0.34 means a 34% yield). (1) The reactants are C(OC([N:11]1[CH2:16][CH2:15][CH:14]([N:17]([C:27]2[CH:31]=[CH:30][S:29][C:28]=2[C:32]([O:34][CH3:35])=[O:33])[C:18]([C@H:20]2[CH2:25][CH2:24][C@H:23]([CH3:26])[CH2:22][CH2:21]2)=[O:19])[CH2:13][CH2:12]1)=O)C1C=CC=CC=1. The catalyst is CCOC(C)=O.[Pd]. The product is [CH3:35][O:34][C:32]([C:28]1[S:29][CH:30]=[CH:31][C:27]=1[N:17]([C:18]([C@H:20]1[CH2:21][CH2:22][C@H:23]([CH3:26])[CH2:24][CH2:25]1)=[O:19])[CH:14]1[CH2:13][CH2:12][NH:11][CH2:16][CH2:15]1)=[O:33]. The yield is 0.456. (2) The reactants are [F:1][C:2]1([F:14])[O:6][C:5]2[CH:7]=[CH:8][CH:9]=[C:10]([CH2:11][CH2:12][OH:13])[C:4]=2[O:3]1.C([O:17]CC)C. The catalyst is O.CC(C)=O. The product is [F:14][C:2]1([F:1])[O:6][C:5]2[CH:7]=[CH:8][CH:9]=[C:10]([CH2:11][C:12]([OH:17])=[O:13])[C:4]=2[O:3]1. The yield is 0.480. (3) The reactants are Cl.[NH2:2][CH2:3][C:4]1[CH:5]=[C:6]2[C:10](=[CH:11][CH:12]=1)[C:9](=[O:13])[N:8]([CH:14]1[CH2:19][CH2:18][C:17](=[O:20])[NH:16][C:15]1=[O:21])[CH2:7]2.[Cl:22][C:23]1[CH:28]=[CH:27][C:26]([C:29]([F:34])([F:33])[C:30](O)=[O:31])=[C:25]([O:35][C:36]([F:39])([F:38])[F:37])[CH:24]=1.C(N(CC)C(C)C)(C)C.F[P-](F)(F)(F)(F)F.CN(C(N(C)C)=[N+]1C2C(=NC=CC=2)[N+]([O-])=N1)C. The catalyst is CN(C)C=O.O. The product is [Cl:22][C:23]1[CH:28]=[CH:27][C:26]([C:29]([F:34])([F:33])[C:30]([NH:2][CH2:3][C:4]2[CH:5]=[C:6]3[C:10](=[CH:11][CH:12]=2)[C:9](=[O:13])[N:8]([CH:14]2[CH2:19][CH2:18][C:17](=[O:20])[NH:16][C:15]2=[O:21])[CH2:7]3)=[O:31])=[C:25]([O:35][C:36]([F:37])([F:38])[F:39])[CH:24]=1. The yield is 0.130. (4) The reactants are [Br:1][C:2]1[CH:7]=[CH:6][C:5]([C:8]2[CH2:9][CH2:10][CH:11]([CH2:14][CH2:15][CH3:16])[CH2:12][CH:13]=2)=[C:4]([F:17])[CH:3]=1.C1(C)C=CC=CC=1. The catalyst is [Pd].CC(O)C. The product is [Br:1][C:2]1[CH:7]=[CH:6][C:5]([CH:8]2[CH2:13][CH2:12][CH:11]([CH2:14][CH2:15][CH3:16])[CH2:10][CH2:9]2)=[C:4]([F:17])[CH:3]=1. The yield is 0.781. (5) The reactants are [F:1][C:2]1[CH:7]=[C:6]([F:8])[CH:5]=[CH:4][C:3]=1[N:9]1[C:13]([C:14]2[S:23][C:22]3[C:21]4[N:24]=[C:25]([N:28]5[CH2:33][CH2:32][NH:31][CH2:30][CH2:29]5)[CH:26]=[CH:27][C:20]=4[O:19][CH2:18][CH2:17][C:16]=3[CH:15]=2)=[N:12][CH:11]=[N:10]1.CCN(C(C)C)C(C)C.[CH3:43][S:44](Cl)(=[O:46])=[O:45].C(Cl)Cl.CCOC(C)=O. The catalyst is C1COCC1. The product is [F:1][C:2]1[CH:7]=[C:6]([F:8])[CH:5]=[CH:4][C:3]=1[N:9]1[C:13]([C:14]2[S:23][C:22]3[C:21]4[N:24]=[C:25]([N:28]5[CH2:29][CH2:30][N:31]([S:44]([CH3:43])(=[O:46])=[O:45])[CH2:32][CH2:33]5)[CH:26]=[CH:27][C:20]=4[O:19][CH2:18][CH2:17][C:16]=3[CH:15]=2)=[N:12][CH:11]=[N:10]1. The yield is 0.260.